From a dataset of hERG potassium channel inhibition data for cardiac toxicity prediction from Karim et al.. Regression/Classification. Given a drug SMILES string, predict its toxicity properties. Task type varies by dataset: regression for continuous values (e.g., LD50, hERG inhibition percentage) or binary classification for toxic/non-toxic outcomes (e.g., AMES mutagenicity, cardiotoxicity, hepatotoxicity). Dataset: herg_karim. The drug is CN(C)c1ccc(/C=C/c2c(F)cccc2Cl)nc1. The result is 0 (non-blocker).